This data is from Catalyst prediction with 721,799 reactions and 888 catalyst types from USPTO. The task is: Predict which catalyst facilitates the given reaction. Reactant: FC(F)(F)S(OS(C(F)(F)F)(=O)=O)(=O)=O.[Cl:16][C:17]1[N:18]=[C:19]([CH:22](O)[CH2:23][CH2:24][CH2:25][N:26]2[C:34]([C:35]3[CH:36]=[C:37]([CH:40]=[CH:41][CH:42]=3)[C:38]#[N:39])=[C:33]3[C:28]([N:29]([CH3:46])[C:30](=[O:45])[N:31]([CH3:44])[C:32]3=[O:43])=[CH:27]2)[S:20][CH:21]=1.C(N(CC)CC)C. Product: [Cl:16][C:17]1[N:18]=[C:19]([CH:22]2[C:27]3[N:26]([C:34]([C:35]4[CH:36]=[C:37]([CH:40]=[CH:41][CH:42]=4)[C:38]#[N:39])=[C:33]4[C:32](=[O:43])[N:31]([CH3:44])[C:30](=[O:45])[N:29]([CH3:46])[C:28]4=3)[CH2:25][CH2:24][CH2:23]2)[S:20][CH:21]=1. The catalyst class is: 2.